This data is from Full USPTO retrosynthesis dataset with 1.9M reactions from patents (1976-2016). The task is: Predict the reactants needed to synthesize the given product. (1) Given the product [NH2:1][C:2]1[N:6]([C:7]([C:9]2[CH:10]=[CH:11][C:12]([CH3:15])=[CH:13][CH:14]=2)=[O:8])[N:5]=[C:4]([NH:16][C:17]2[CH:18]=[CH:19][C:20]([OH:23])=[CH:21][CH:22]=2)[N:3]=1, predict the reactants needed to synthesize it. The reactants are: [NH2:1][C:2]1[N:6]([C:7]([C:9]2[CH:14]=[CH:13][C:12]([CH3:15])=[CH:11][CH:10]=2)=[O:8])[N:5]=[C:4]([NH:16][C:17]2[CH:22]=[CH:21][C:20]([O:23]CC3C=CC=CC=3)=[CH:19][CH:18]=2)[N:3]=1. (2) Given the product [CH3:44][C:41]1[S:42][CH:43]=[C:39]([C:35]2[CH:34]=[C:33]([NH:30][C:31]([N:16]3[CH2:15][C:14]4[CH:13]=[N:12][C:11]5[NH:10][N:9]=[CH:8][C:20]=5[C:19]=4[CH2:18][CH2:17]3)=[O:32])[CH:38]=[CH:37][CH:36]=2)[N:40]=1, predict the reactants needed to synthesize it. The reactants are: FC(F)(F)C([O-])=O.[CH:8]1[C:20]2[C:19]3[CH2:18][CH2:17][NH2+:16][CH2:15][C:14]=3[CH:13]=[N:12][C:11]=2[NH:10][N:9]=1.CCN(C(C)C)C(C)C.[N:30]([C:33]1[CH:34]=[C:35]([C:39]2[N:40]=[C:41]([CH3:44])[S:42][CH:43]=2)[CH:36]=[CH:37][CH:38]=1)=[C:31]=[O:32]. (3) The reactants are: [Br:1][C:2]1[CH:32]=[CH:31][C:5]([CH2:6][O:7][C:8]2[CH:13]=[CH:12][C:11]([CH:14]([C:23]3([OH:29])[CH2:28][CH2:27][CH2:26][CH2:25][CH2:24]3)[CH2:15][N:16]3[CH2:21][CH2:20][N:19]([CH3:22])[CH2:18][CH2:17]3)=[CH:10][C:9]=2[Cl:30])=[C:4]([F:33])[CH:3]=1.Cl.Cl.[Cl:36]C1C=C(C(C2(O)CCCCC2)CN2CCNCC2)C=CC=1OCC1C=CC=CC=1C(F)(F)F. Given the product [ClH:30].[ClH:36].[Br:1][C:2]1[CH:32]=[CH:31][C:5]([CH2:6][O:7][C:8]2[CH:13]=[CH:12][C:11]([CH:14]([C:23]3([OH:29])[CH2:28][CH2:27][CH2:26][CH2:25][CH2:24]3)[CH2:15][N:16]3[CH2:17][CH2:18][N:19]([CH3:22])[CH2:20][CH2:21]3)=[CH:10][C:9]=2[Cl:30])=[C:4]([F:33])[CH:3]=1, predict the reactants needed to synthesize it. (4) Given the product [CH3:9][N:8]([CH3:10])[C:6]1[C:5]([N+:11]([O-:13])=[O:12])=[CH:4][CH:3]=[C:2]([NH:27][CH2:26][C:25]2[CH:28]=[CH:29][C:22]([F:21])=[CH:23][CH:24]=2)[N:7]=1, predict the reactants needed to synthesize it. The reactants are: Cl[C:2]1[N:7]=[C:6]([N:8]([CH3:10])[CH3:9])[C:5]([N+:11]([O-:13])=[O:12])=[CH:4][CH:3]=1.C(N(CC)CC)C.[F:21][C:22]1[CH:29]=[CH:28][C:25]([CH2:26][NH2:27])=[CH:24][CH:23]=1.